The task is: Regression. Given two drug SMILES strings and cell line genomic features, predict the synergy score measuring deviation from expected non-interaction effect.. This data is from NCI-60 drug combinations with 297,098 pairs across 59 cell lines. (1) Drug 1: CC1=C2C(C(=O)C3(C(CC4C(C3C(C(C2(C)C)(CC1OC(=O)C(C(C5=CC=CC=C5)NC(=O)OC(C)(C)C)O)O)OC(=O)C6=CC=CC=C6)(CO4)OC(=O)C)OC)C)OC. Drug 2: COC1=C(C=C2C(=C1)N=CN=C2NC3=CC(=C(C=C3)F)Cl)OCCCN4CCOCC4. Cell line: HL-60(TB). Synergy scores: CSS=89.4, Synergy_ZIP=16.3, Synergy_Bliss=15.9, Synergy_Loewe=16.0, Synergy_HSA=16.3. (2) Drug 1: C1=CC(=C2C(=C1NCCNCCO)C(=O)C3=C(C=CC(=C3C2=O)O)O)NCCNCCO. Drug 2: C1=CC(=CC=C1CC(C(=O)O)N)N(CCCl)CCCl.Cl. Cell line: SK-MEL-2. Synergy scores: CSS=40.1, Synergy_ZIP=1.20, Synergy_Bliss=3.63, Synergy_Loewe=-20.6, Synergy_HSA=2.39. (3) Drug 1: C1CC(C1)(C(=O)O)C(=O)O.[NH2-].[NH2-].[Pt+2]. Drug 2: C(CC(=O)O)C(=O)CN.Cl. Cell line: HOP-92. Synergy scores: CSS=0.319, Synergy_ZIP=-0.271, Synergy_Bliss=-1.31, Synergy_Loewe=-5.85, Synergy_HSA=-6.03.